From a dataset of Catalyst prediction with 721,799 reactions and 888 catalyst types from USPTO. Predict which catalyst facilitates the given reaction. (1) Reactant: [Br:1][C:2]1[CH:3]=[N:4][N:5]2[CH:10]=[CH:9][C:8]([NH:11][C@@H:12]([CH:15]([CH3:17])[CH3:16])[CH2:13][NH2:14])=[N:7][C:6]=12.C(N(C(C)C)C(C)C)C.N1([C:32](N2C=CN=C2)=[O:33])C=CN=C1.O. Product: [Br:1][C:2]1[CH:3]=[N:4][N:5]2[CH:10]=[CH:9][C:8]([N:11]3[C@@H:12]([CH:15]([CH3:17])[CH3:16])[CH2:13][NH:14][C:32]3=[O:33])=[N:7][C:6]=12. The catalyst class is: 3. (2) Reactant: [H-].[H-].[H-].[H-].[Li+].[Al+3].[F:7][C:8]1([F:20])[O:12][C:11]2[CH:13]=[CH:14][C:15]([C:17](O)=[O:18])=[CH:16][C:10]=2[O:9]1.O.[OH-].[K+]. Product: [F:20][C:8]1([F:7])[O:12][C:11]2[CH:13]=[CH:14][C:15]([CH2:17][OH:18])=[CH:16][C:10]=2[O:9]1. The catalyst class is: 1. (3) Reactant: C[O:2][C:3](=[O:29])[CH2:4][N:5]1[C:14]2[C:9](=[CH:10][CH:11]=[CH:12][CH:13]=2)[CH2:8][CH:7]([NH:15][C:16]([C:18]2[NH:27][C:21]3=[CH:22][N:23]=[C:24]([Cl:26])[CH:25]=[C:20]3[CH:19]=2)=[O:17])[C:6]1=[O:28].[Li+].[OH-]. Product: [Cl:26][C:24]1[CH:25]=[C:20]2[CH:19]=[C:18]([C:16]([NH:15][CH:7]3[CH2:8][C:9]4[C:14](=[CH:13][CH:12]=[CH:11][CH:10]=4)[N:5]([CH2:4][C:3]([OH:29])=[O:2])[C:6]3=[O:28])=[O:17])[NH:27][C:21]2=[CH:22][N:23]=1. The catalyst class is: 1. (4) Reactant: [N+:1]([C:4]1[CH:5]=[N:6][N:7]([CH2:9][C:10]([O:12][C:13]([CH3:16])([CH3:15])[CH3:14])=[O:11])[CH:8]=1)([O-])=O. Product: [NH2:1][C:4]1[CH:5]=[N:6][N:7]([CH2:9][C:10]([O:12][C:13]([CH3:16])([CH3:15])[CH3:14])=[O:11])[CH:8]=1. The catalyst class is: 43. (5) Reactant: [C:1]([C:5]1[CH:9]=[C:8]([NH2:10])[N:7]([C:11]2[CH:12]=[N:13][C:14]([CH3:17])=[CH:15][CH:16]=2)[N:6]=1)([CH3:4])([CH3:3])[CH3:2].C(=O)([O-])[O-].[K+].[K+].Cl[C:25]([O:27][C:28]1[CH:33]=[CH:32][CH:31]=[CH:30][CH:29]=1)=[O:26]. Product: [C:1]([C:5]1[CH:9]=[C:8]([NH:10][C:25](=[O:26])[O:27][C:28]2[CH:33]=[CH:32][CH:31]=[CH:30][CH:29]=2)[N:7]([C:11]2[CH:12]=[N:13][C:14]([CH3:17])=[CH:15][CH:16]=2)[N:6]=1)([CH3:4])([CH3:3])[CH3:2]. The catalyst class is: 2. (6) Reactant: [OH:1][C:2]1[CH:12]=[CH:11][CH:10]=[C:9]([CH3:13])[C:3]=1[C:4]([O:6][CH2:7][CH3:8])=[O:5].[C:14]([Si:18]([CH3:21])([CH3:20])Cl)([CH3:17])([CH3:16])[CH3:15].N1C=CN=C1. Product: [Si:18]([O:1][C:2]1[CH:12]=[CH:11][CH:10]=[C:9]([CH3:13])[C:3]=1[C:4]([O:6][CH2:7][CH3:8])=[O:5])([C:14]([CH3:17])([CH3:16])[CH3:15])([CH3:21])[CH3:20]. The catalyst class is: 39. (7) Reactant: [NH2:1][C:2]1[N:6]([C@@H:7]2[CH2:12][CH2:11][CH2:10][NH:9][CH2:8]2)[N:5]=[C:4]([C:13]2[CH:18]=[CH:17][C:16]([O:19][C:20]3[CH:25]=[CH:24][C:23]([F:26])=[CH:22][C:21]=3[F:27])=[CH:15][CH:14]=2)[C:3]=1[C:28]([NH2:30])=[O:29].F[P-](F)(F)(F)(F)F.N1(OC(N(C)C)=[N+](C)C)C2C=CC=CC=2N=N1.[OH:55][CH2:56]/[CH:57]=[CH:58]/[C:59](O)=[O:60].C(N(CC)C(C)C)(C)C. Product: [NH2:1][C:2]1[N:6]([C@@H:7]2[CH2:12][CH2:11][CH2:10][N:9]([C:56](=[O:55])/[CH:57]=[CH:58]/[CH2:59][OH:60])[CH2:8]2)[N:5]=[C:4]([C:13]2[CH:18]=[CH:17][C:16]([O:19][C:20]3[CH:25]=[CH:24][C:23]([F:26])=[CH:22][C:21]=3[F:27])=[CH:15][CH:14]=2)[C:3]=1[C:28]([NH2:30])=[O:29]. The catalyst class is: 255. (8) Reactant: CS(O[CH2:6][CH2:7][CH:8]=[CH2:9])(=O)=O.C(#N)C.[C:13]1([C@@H:19]([NH2:21])[CH3:20])[CH:18]=[CH:17][CH:16]=[CH:15][CH:14]=1. Product: [C:13]1([C@@H:19]([NH:21][CH2:9][CH2:8][CH:7]=[CH2:6])[CH3:20])[CH:18]=[CH:17][CH:16]=[CH:15][CH:14]=1. The catalyst class is: 310.